From a dataset of Full USPTO retrosynthesis dataset with 1.9M reactions from patents (1976-2016). Predict the reactants needed to synthesize the given product. (1) Given the product [F:1][C:2]1[CH:7]=[CH:6][C:5]([NH:8][C:9]2[C:10]3[C:17]([CH3:18])=[C:16]([C:19]#[N:21])[S:15][C:11]=3[N:12]=[CH:13][N:14]=2)=[C:4]([O:22][CH:23]2[CH2:24][CH2:25][O:26][CH2:27][CH2:28]2)[CH:3]=1, predict the reactants needed to synthesize it. The reactants are: [F:1][C:2]1[CH:7]=[CH:6][C:5]([NH:8][C:9]2[C:10]3[C:17]([CH3:18])=[C:16]([C:19]([NH2:21])=O)[S:15][C:11]=3[N:12]=[CH:13][N:14]=2)=[C:4]([O:22][CH:23]2[CH2:28][CH2:27][O:26][CH2:25][CH2:24]2)[CH:3]=1.FC(F)(F)C(OC(=O)C(F)(F)F)=O. (2) Given the product [NH2:4][C:5]1[CH:10]=[C:9]([I:11])[N:8]=[C:7]([C:12]([O:14][CH3:15])=[O:13])[C:6]=1[Cl:16], predict the reactants needed to synthesize it. The reactants are: C([NH:4][C:5]1[CH:10]=[C:9]([I:11])[N:8]=[C:7]([C:12]([O:14][CH3:15])=[O:13])[C:6]=1[Cl:16])(=O)C.C(Cl)(=O)C.O. (3) Given the product [C:15]([O:13][CH:11]([CH3:12])[CH:8]([C:5]1[CH:4]=[CH:3][C:2]([Cl:1])=[CH:7][CH:6]=1)[C:9]#[N:10])(=[O:16])[CH3:14], predict the reactants needed to synthesize it. The reactants are: [Cl:1][C:2]1[CH:7]=[CH:6][C:5]([CH:8]([CH:11]([OH:13])[CH3:12])[C:9]#[N:10])=[CH:4][CH:3]=1.[CH3:14][C:15](C)=[O:16]. (4) The reactants are: [H-].[Na+].[NH:3]1[C:7]2[CH:8]=[CH:9][C:10]([C:12]3[NH:13][C:14]4[N:15]([N:19]=[CH:20][C:21]=4[C:22]([NH:24][CH2:25][C:26]#[CH:27])=[O:23])[C:16](=[O:18])[CH:17]=3)=[CH:11][C:6]=2[N:5]=[N:4]1. Given the product [NH:3]1[C:7]2[CH:8]=[CH:9][C:10]([C:12]3[NH:13][C:14]4[N:15]([N:19]=[CH:20][C:21]=4[C:22]4[O:23][C:26]([CH3:27])=[CH:25][N:24]=4)[C:16](=[O:18])[CH:17]=3)=[CH:11][C:6]=2[N:5]=[N:4]1, predict the reactants needed to synthesize it. (5) Given the product [Cl:30][C:2]1[CH:3]=[C:4](/[CH:5]=[C:6]2/[C:7](=[O:23])[N:11]3[CH:12]=[C:13]([C:14]4[CH:15]=[CH:16][C:17]([C:18]([N:34]5[CH2:35][CH:32]([F:31])[CH2:33]5)=[O:19])=[CH:21][CH:22]=4)[N:8]=[C:9]3[S:10]/2)[CH:24]=[C:25]([O:28][CH3:29])[C:26]=1[OH:27], predict the reactants needed to synthesize it. The reactants are: Cl[C:2]1[CH:3]=[C:4]([CH:24]=[C:25]([O:28][CH3:29])[C:26]=1[OH:27])/[CH:5]=[C:6]1/[C:7](=[O:23])[N:8]2[C:13]([C:14]3[CH:22]=[CH:21][C:17]([C:18](O)=[O:19])=[CH:16][CH:15]=3)=[CH:12][N:11]=[C:9]2[S:10]/1.[ClH:30].[F:31][CH:32]1[CH2:35][NH:34][CH2:33]1. (6) Given the product [Br:1][C:2]1[CH:3]=[C:4]([C:8]2([C:12]3[CH:17]=[CH:16][CH:15]=[C:14]([Br:18])[CH:13]=3)[CH2:9][N:10]([C:20]3[CH:25]=[CH:24][CH:23]=[CH:22][CH:21]=3)[CH2:11]2)[CH:5]=[CH:6][CH:7]=1, predict the reactants needed to synthesize it. The reactants are: [Br:1][C:2]1[CH:3]=[C:4]([C:8]2([C:12]3[CH:17]=[CH:16][CH:15]=[C:14]([Br:18])[CH:13]=3)[CH2:11][NH:10][CH2:9]2)[CH:5]=[CH:6][CH:7]=1.I[C:20]1[CH:25]=[CH:24][CH:23]=[CH:22][CH:21]=1.CC1(C)C2C(=C(P(C3C=CC=CC=3)C3C=CC=CC=3)C=CC=2)OC2C(P(C3C=CC=CC=3)C3C=CC=CC=3)=CC=CC1=2.CC(C)([O-])C.[Na+].